This data is from Forward reaction prediction with 1.9M reactions from USPTO patents (1976-2016). The task is: Predict the product of the given reaction. (1) Given the reactants C(O)C.[CH2:4]([N:6]([CH2:32][CH3:33])[C:7](=[O:31])[CH:8]([N:15]1[CH2:20][CH2:19][N:18]([C:21]2[CH:26]=[CH:25][C:24]([N+:27]([O-])=O)=[CH:23][C:22]=2[F:30])[CH2:17][CH2:16]1)[C:9]1[CH:14]=[CH:13][CH:12]=[CH:11][CH:10]=1)[CH3:5].O.O.Cl[Sn]Cl.C(=O)([O-])[O-].[Na+].[Na+], predict the reaction product. The product is: [NH2:27][C:24]1[CH:25]=[CH:26][C:21]([N:18]2[CH2:19][CH2:20][N:15]([CH:8]([C:9]3[CH:10]=[CH:11][CH:12]=[CH:13][CH:14]=3)[C:7]([N:6]([CH2:4][CH3:5])[CH2:32][CH3:33])=[O:31])[CH2:16][CH2:17]2)=[C:22]([F:30])[CH:23]=1. (2) Given the reactants [N+:1]([C:4]1[CH:9]=[C:8]([C:10]2[CH:15]=[CH:14][N:13]=[CH:12][CH:11]=2)[CH:7]=[CH:6][C:5]=1[NH2:16])([O-:3])=[O:2].[Cl:17][C:18]1[CH:23]=[CH:22][C:21]([S:24](Cl)(=[O:26])=[O:25])=[CH:20][CH:19]=1, predict the reaction product. The product is: [Cl:17][C:18]1[CH:23]=[CH:22][C:21]([S:24]([NH:16][C:5]2[CH:6]=[CH:7][C:8]([C:10]3[CH:15]=[CH:14][N:13]=[CH:12][CH:11]=3)=[CH:9][C:4]=2[N+:1]([O-:3])=[O:2])(=[O:26])=[O:25])=[CH:20][CH:19]=1. (3) Given the reactants Cl[C:2]1[C:3]([NH2:9])=[N:4][CH:5]=[N:6][C:7]=1Cl.[NH2:10][CH2:11][CH2:12][CH:13]1[CH2:16][N:15]([C:17]([O:19]C(C)(C)C)=O)[CH2:14]1.[O:24]([C:31]1[CH:36]=[CH:35][C:34](B(O)O)=[CH:33][CH:32]=1)[C:25]1[CH:30]=[CH:29][CH:28]=[CH:27][CH:26]=1.[C:40](O)(=O)[CH:41]=C, predict the reaction product. The product is: [NH2:9][C:3]1[N:4]=[CH:5][N:6]=[C:7]([NH:10][CH2:11][CH2:12][CH:13]2[CH2:14][N:15]([C:17](=[O:19])[CH:40]=[CH2:41])[CH2:16]2)[C:2]=1[C:28]1[CH:29]=[CH:30][C:25]([O:24][C:31]2[CH:36]=[CH:35][CH:34]=[CH:33][CH:32]=2)=[CH:26][CH:27]=1. (4) Given the reactants [N+:1]([C:4]1[CH:19]=[CH:18][C:7]([CH2:8][N:9]2[C:13]([C:14]([NH2:16])=[O:15])=[C:12]([OH:17])[N:11]=[CH:10]2)=[CH:6][CH:5]=1)([O-])=O, predict the reaction product. The product is: [NH2:1][C:4]1[CH:5]=[CH:6][C:7]([CH2:8][N:9]2[C:13]([C:14]([NH2:16])=[O:15])=[C:12]([OH:17])[N:11]=[CH:10]2)=[CH:18][CH:19]=1. (5) Given the reactants C1([O:6][C:7](=[O:35])[C@@H:8]([NH:13][C:14](=[O:34])[C:15]2[CH:20]=[CH:19][C:18]([NH:21][C:22](=[O:33])[CH2:23][CH2:24][CH2:25][CH2:26][CH2:27][CH2:28][C:29](=[O:32])[NH:30][OH:31])=[CH:17][CH:16]=2)[CH2:9][CH:10]([CH3:12])[CH3:11])CCCC1.[OH-].[Na+].N#N, predict the reaction product. The product is: [OH:31][NH:30][C:29]([CH2:28][CH2:27][CH2:26][CH2:25][CH2:24][CH2:23][C:22]([NH:21][C:18]1[CH:17]=[CH:16][C:15]([C:14]([NH:13][C@@H:8]([CH2:9][CH:10]([CH3:11])[CH3:12])[C:7]([OH:35])=[O:6])=[O:34])=[CH:20][CH:19]=1)=[O:33])=[O:32].